Task: Predict the product of the given reaction.. Dataset: Forward reaction prediction with 1.9M reactions from USPTO patents (1976-2016) Given the reactants C(O[C:4]([C:6]1([C:9]2[O:13][N:12]=[C:11]([C:14]3[CH:19]=[CH:18][C:17]([O:20][Si:21]([C:24]([CH3:27])([CH3:26])[CH3:25])([CH3:23])[CH3:22])=[CH:16][CH:15]=3)[C:10]=2[C:28]2[CH:33]=[CH:32][CH:31]=[CH:30][CH:29]=2)[CH2:8][CH2:7]1)=[O:5])C.[CH:34]1([Mg]Br)[CH2:36][CH2:35]1.[Cl-].[NH4+].O1[CH2:45][CH2:44][CH2:43]C1, predict the reaction product. The product is: [C:24]([Si:21]([CH3:22])([CH3:23])[O:20][C:17]1[CH:16]=[CH:15][C:14]([C:11]2[C:10]([C:28]3[CH:33]=[CH:32][CH:31]=[CH:30][CH:29]=3)=[C:9]([C:6]3([C:4]([CH:43]4[CH2:44][CH2:45]4)([CH:34]4[CH2:36][CH2:35]4)[OH:5])[CH2:7][CH2:8]3)[O:13][N:12]=2)=[CH:19][CH:18]=1)([CH3:27])([CH3:25])[CH3:26].